From a dataset of Forward reaction prediction with 1.9M reactions from USPTO patents (1976-2016). Predict the product of the given reaction. (1) Given the reactants OC(C(F)(F)F)=O.[NH:8]1[CH2:11][CH:10]([NH:12][C:13](=[O:33])[CH2:14][NH:15][C:16]2[C:24]3[C:19](=[CH:20][CH:21]=[C:22]([C:25]([F:28])([F:27])[F:26])[CH:23]=3)[N:18]([S:29]([CH3:32])(=[O:31])=[O:30])[N:17]=2)[CH2:9]1.[CH2:34]([O:36][C:37]([CH:39]1[CH2:44][CH2:43][C:42](=O)[CH2:41][CH2:40]1)=[O:38])[CH3:35], predict the reaction product. The product is: [CH2:34]([O:36][C:37]([CH:39]1[CH2:44][CH2:43][CH:42]([N:8]2[CH2:11][CH:10]([NH:12][C:13](=[O:33])[CH2:14][NH:15][C:16]3[C:24]4[C:19](=[CH:20][CH:21]=[C:22]([C:25]([F:27])([F:28])[F:26])[CH:23]=4)[N:18]([S:29]([CH3:32])(=[O:31])=[O:30])[N:17]=3)[CH2:9]2)[CH2:41][CH2:40]1)=[O:38])[CH3:35]. (2) Given the reactants C(O[C:6]([N:8]1[CH2:13][CH2:12][NH:11][CH2:10][CH2:9]1)=O)(C)(C)C.ClC[C:16](Cl)=[O:17].[CH:19]1([NH2:22])[CH2:21][CH2:20]1, predict the reaction product. The product is: [CH:19]1([NH:22][C:16](=[O:17])[CH2:6][N:8]2[CH2:9][CH2:10][NH:11][CH2:12][CH2:13]2)[CH2:21][CH2:20]1.